This data is from Full USPTO retrosynthesis dataset with 1.9M reactions from patents (1976-2016). The task is: Predict the reactants needed to synthesize the given product. (1) Given the product [Cl:13][C:10]1[C:9]2[C:4](=[CH:5][C:6]([F:15])=[CH:7][C:8]=2[F:14])[N:3]=[C:2]([C:21]2[CH:20]=[CH:19][N:18]=[C:17]([CH3:16])[CH:22]=2)[C:11]=1[CH3:12], predict the reactants needed to synthesize it. The reactants are: Cl[C:2]1[C:11]([CH3:12])=[C:10]([Cl:13])[C:9]2[C:4](=[CH:5][C:6]([F:15])=[CH:7][C:8]=2[F:14])[N:3]=1.[CH3:16][C:17]1[CH:22]=[C:21](B(O)O)[CH:20]=[CH:19][N:18]=1.C(=O)([O-])[O-].[K+].[K+]. (2) Given the product [CH:1]1([CH2:7][C:8]2([O:25][CH3:28])[CH2:13][CH2:12][N:11]([C:14]3[CH:24]=[CH:23][C:17]([C:18]([O:20][CH2:21][CH3:22])=[O:19])=[CH:16][CH:15]=3)[CH2:10][CH2:9]2)[CH2:2][CH2:3][CH2:4][CH2:5][CH2:6]1, predict the reactants needed to synthesize it. The reactants are: [CH:1]1([CH2:7][C:8]2([OH:25])[CH2:13][CH2:12][N:11]([C:14]3[CH:24]=[CH:23][C:17]([C:18]([O:20][CH2:21][CH3:22])=[O:19])=[CH:16][CH:15]=3)[CH2:10][CH2:9]2)[CH2:6][CH2:5][CH2:4][CH2:3][CH2:2]1.[H-].[Na+].[CH3:28]N(C)P(N(C)C)(N(C)C)=O.CI. (3) Given the product [C:3]([C:2]1[S:16][C:6]([C:12]([O:14][CH3:15])=[O:13])=[CH:7][C:8]=1[OH:9])(=[O:5])[CH3:4], predict the reactants needed to synthesize it. The reactants are: Cl[CH2:2][C:3](=[O:5])[CH3:4].[C:6]([C:12]([O:14][CH3:15])=[O:13])#[C:7][C:8](OC)=[O:9].[SH-:16].[Na+]. (4) Given the product [CH2:33]([NH:37][C:38]([N:40]1[C:48]2[C:43](=[C:44]([C:49]([C:50]3[C:58]4[C:53](=[N:54][CH:55]=[C:56]([C:59]5[CH:60]=[N:61][CH:62]=[CH:63][CH:64]=5)[CH:57]=4)[NH:52][CH:51]=3)=[O:65])[CH:45]=[CH:46][CH:47]=2)[CH:42]=[CH:41]1)=[O:39])[CH2:34][CH2:35][CH3:36], predict the reactants needed to synthesize it. The reactants are: C(NC(N1C2C(=C(CC3C4C(=NC=C(C5C=NC=CC=5)C=4)NC=3)C=CC=2)C=C1)=O)CCC.[CH2:33]([NH:37][C:38]([N:40]1[C:48]2[C:43](=[C:44]([CH:49]([OH:65])[C:50]3[C:58]4[C:53](=[N:54][CH:55]=[C:56]([C:59]5[CH:60]=[N:61][CH:62]=[CH:63][CH:64]=5)[CH:57]=4)[NH:52][CH:51]=3)[CH:45]=[CH:46][CH:47]=2)[CH:42]=[CH:41]1)=[O:39])[CH2:34][CH2:35][CH3:36].